This data is from Experimentally validated miRNA-target interactions with 360,000+ pairs, plus equal number of negative samples. The task is: Binary Classification. Given a miRNA mature sequence and a target amino acid sequence, predict their likelihood of interaction. The miRNA is hsa-miR-6836-5p with sequence CGCAGGGCCCUGGCGCAGGCAU. The protein sequence of the target gene is MPRDGTNEQRFLELPSPMSFILNILRNVLEYFGVPVDQDLLICQNKNCGSARSIVRIIGRRLPLKPCRRPHFELIPHVNSTESDDYELRVPSFADVLCVANDEEASCLRFRHSLWQKKEERKIAPFYPSKLTWDPSSPGLRQNKTETDDLPVNEAAIKKIAALEDELTFLRSQIAAIVAMQDLRESRETGFIDLSDEQVPPSSATTGLSVEPDHAPSVVLPPPPPPPPPPQFSLQPPSSLPMQPGSANTHDIDSLATEMERQLSGVKKTDDSHHSKSQRLRDVPNMLDVLKDVNKVRLRP.... Result: 0 (no interaction).